Dataset: Reaction yield outcomes from USPTO patents with 853,638 reactions. Task: Predict the reaction yield, written as a fraction of the theoretical maximum amount of product (1.0 means a 100% yield; for example, 0.34 means a 34% yield). (1) The reactants are [CH2:1]([N:8]([CH2:19][C:20]1[CH:25]=[CH:24][CH:23]=[CH:22][CH:21]=1)[C@H:9]([CH2:17][OH:18])[CH2:10][C:11]1[CH:16]=[CH:15][CH:14]=[CH:13][CH:12]=1)[C:2]1[CH:7]=[CH:6][CH:5]=[CH:4][CH:3]=1.CCN(CC)CC. The catalyst is CS(C)=O.O.CCOC(C)=O. The product is [CH2:19]([N:8]([CH2:1][C:2]1[CH:3]=[CH:4][CH:5]=[CH:6][CH:7]=1)[C@@H:9]([CH2:10][C:11]1[CH:12]=[CH:13][CH:14]=[CH:15][CH:16]=1)[CH:17]=[O:18])[C:20]1[CH:21]=[CH:22][CH:23]=[CH:24][CH:25]=1. The yield is 0.900. (2) The reactants are [NH2:1][C:2]1[N:3]=[C:4]2[CH:9]=[CH:8][C:7]([O:10][C:11]3[CH:12]=[C:13]([NH:17][C:18](=[O:30])[C:19]4[CH:24]=[CH:23][CH:22]=[C:21]([C:25]5([C:28]#[N:29])[CH2:27][CH2:26]5)[CH:20]=4)[CH:14]=[CH:15][CH:16]=3)=[N:6][N:5]2[CH:31]=1.[N:32]1[CH:37]=[C:36]([C:38](O)=[O:39])[CH:35]=[N:34][CH:33]=1.Cl.CN(C)CCCN=C=NCC.ON1C2C=CC=CC=2N=N1.C(N(CC)CC)C. The catalyst is CN(C)C=O. The product is [C:28]([C:25]1([C:21]2[CH:20]=[C:19]([CH:24]=[CH:23][CH:22]=2)[C:18]([NH:17][C:13]2[CH:12]=[C:11]([CH:16]=[CH:15][CH:14]=2)[O:10][C:7]2[CH:8]=[CH:9][C:4]3[N:5]([CH:31]=[C:2]([NH:1][C:38]([C:36]4[CH:37]=[N:32][CH:33]=[N:34][CH:35]=4)=[O:39])[N:3]=3)[N:6]=2)=[O:30])[CH2:27][CH2:26]1)#[N:29]. The yield is 0.260. (3) The reactants are [F:1][C:2]1[CH:7]=[CH:6][C:5]([S:8]([C:10]2[N:11]=[C:12]([NH:20][C:21]3[CH:25]=[C:24]([CH3:26])[N:23](C(OC(C)(C)C)=O)[N:22]=3)[C:13]3[C:18]([CH:19]=2)=[CH:17][CH:16]=[CH:15][CH:14]=3)=[O:9])=[CH:4][CH:3]=1.Cl.O1CCOCC1. The catalyst is CCOC(C)=O. The product is [F:1][C:2]1[CH:3]=[CH:4][C:5]([S:8]([C:10]2[N:11]=[C:12]([NH:20][C:21]3[CH:25]=[C:24]([CH3:26])[NH:23][N:22]=3)[C:13]3[C:18]([CH:19]=2)=[CH:17][CH:16]=[CH:15][CH:14]=3)=[O:9])=[CH:6][CH:7]=1. The yield is 0.240. (4) The reactants are [Cl:1][C:2]1[N:7]=[C:6]([NH:8][C:9]2[CH:10]=[C:11]3[C:15](=[CH:16][CH:17]=2)[NH:14][N:13]=[CH:12]3)[CH:5]=[C:4](Cl)[N:3]=1.[CH3:19][N:20]1[CH2:25][CH2:24][NH:23][CH2:22][CH2:21]1. The catalyst is CO. The product is [Cl:1][C:2]1[N:7]=[C:6]([NH:8][C:9]2[CH:10]=[C:11]3[C:15](=[CH:16][CH:17]=2)[NH:14][N:13]=[CH:12]3)[CH:5]=[C:4]([N:23]2[CH2:24][CH2:25][N:20]([CH3:19])[CH2:21][CH2:22]2)[N:3]=1. The yield is 0.580. (5) The reactants are [C:1]([C:3]([C:11]1[S:12][C:13]([C:16]#[N:17])=[CH:14][CH:15]=1)([CH:8]([CH3:10])[CH3:9])[CH2:4][CH2:5][CH2:6]O)#[N:2].C(N(CC)CC)C.S(Cl)(C)(=O)=O.[I-:30].[Na+]. The catalyst is C(#N)C.[Cl-].[Na+].O.C(OCC)(=O)C. The product is [C:1]([C:3]([C:11]1[S:12][C:13]([C:16]#[N:17])=[CH:14][CH:15]=1)([CH:8]([CH3:10])[CH3:9])[CH2:4][CH2:5][CH2:6][I:30])#[N:2]. The yield is 0.917. (6) The reactants are O[C@@H:2]1[C@H:6]([CH2:7]/[CH:8]=[CH:9]\[CH2:10][CH2:11][CH2:12][C:13]([OH:15])=[O:14])[C@@H:5]([CH2:16][CH2:17][C@@H:18]([O:27][CH:28]2[CH2:33][CH2:32][CH2:31][CH2:30][O:29]2)[CH2:19]CC2C=CC=CC=2)[C@H:4]([O:34][CH:35]2[CH2:40][CH2:39][CH2:38][CH2:37][O:36]2)[CH2:3]1.C1C=C(SSC2N=CC=CC=2)N=CC=1.C1(P(C2C=CC=CC=2)C2C=CC=CC=2)C=CC=CC=1.[C:74]1([CH3:81])[C:75](C)=[CH:76][CH:77]=[CH:78][CH:79]=1. No catalyst specified. The product is [C:74]1([CH2:81][CH2:19][C@H:18]([O:27][CH:28]2[CH2:33][CH2:32][CH2:31][CH2:30][O:29]2)[CH2:17][CH2:16][C@@H:5]2[C@@H:6]3[C@@H:2]([O:14][C:13](=[O:15])[CH2:12][CH2:11][CH2:10][CH:9]=[CH:8][CH2:7]3)[CH2:3][C@H:4]2[O:34][CH:35]2[CH2:40][CH2:39][CH2:38][CH2:37][O:36]2)[CH:79]=[CH:78][CH:77]=[CH:76][CH:75]=1. The yield is 0.680. (7) The reactants are [Cl-:1].C[O:3][C:4](=[O:16])[CH2:5][N:6]1[CH:10]=[CH:9][N+:8]([CH2:11][C:12](=[O:15])[O:13]C)=[CH:7]1.Cl. No catalyst specified. The product is [Cl-:1].[C:12]([CH2:11][N:8]1[CH:9]=[CH:10][N+:6]([CH2:5][C:4]([OH:16])=[O:3])=[CH:7]1)([OH:15])=[O:13]. The yield is 0.877.